Task: Predict the product of the given reaction.. Dataset: Forward reaction prediction with 1.9M reactions from USPTO patents (1976-2016) (1) Given the reactants [OH:1][C:2]1[CH:11]=[C:10]([CH2:12][N:13]2[CH2:18][CH2:17][O:16][CH2:15][CH2:14]2)[C:9]([C:19]([F:22])([F:21])[F:20])=[CH:8][C:3]=1[C:4]([O:6][CH3:7])=[O:5].C(=O)([O-])[O-].[Cs+].[Cs+].[CH2:29](Br)[C:30]1[CH:35]=[CH:34][CH:33]=[CH:32][CH:31]=1.C(OCC)(=O)C, predict the reaction product. The product is: [N:13]1([CH2:12][C:10]2[C:9]([C:19]([F:22])([F:21])[F:20])=[CH:8][C:3]([C:4]([O:6][CH3:7])=[O:5])=[C:2]([O:1][CH2:29][C:30]3[CH:35]=[CH:34][CH:33]=[CH:32][CH:31]=3)[CH:11]=2)[CH2:14][CH2:15][O:16][CH2:17][CH2:18]1. (2) Given the reactants Br[C:2]1[CH:3]=[C:4]([C:15]#[N:16])[CH:5]=[C:6]2[C:10]=1[N:9]([CH3:11])[C:8]([C:12]([NH2:14])=[O:13])=[CH:7]2.[Cl:17][C:18]1[CH:23]=[CH:22][C:21](B(O)O)=[C:20]([F:27])[CH:19]=1, predict the reaction product. The product is: [Cl:17][C:18]1[CH:23]=[CH:22][C:21]([C:2]2[CH:3]=[C:4]([C:15]#[N:16])[CH:5]=[C:6]3[C:10]=2[N:9]([CH3:11])[C:8]([C:12]([NH2:14])=[O:13])=[CH:7]3)=[C:20]([F:27])[CH:19]=1.